This data is from Reaction yield outcomes from USPTO patents with 853,638 reactions. The task is: Predict the reaction yield, written as a fraction of the theoretical maximum amount of product (1.0 means a 100% yield; for example, 0.34 means a 34% yield). (1) The reactants are [NH2:1][C:2]1[CH:7]=[CH:6][CH:5]=[CH:4][C:3]=1[C:8]([CH:10]1[CH2:15][CH2:14][N:13]([CH3:16])[CH2:12][CH2:11]1)=O.[NH2:17][C:18](N)=[O:19].[OH-].[Na+]. The catalyst is C(O)(=O)C. The product is [CH3:16][N:13]1[CH2:14][CH2:15][CH:10]([C:8]2[C:3]3[C:2](=[CH:7][CH:6]=[CH:5][CH:4]=3)[NH:1][C:18](=[O:19])[N:17]=2)[CH2:11][CH2:12]1. The yield is 0.970. (2) The reactants are Br[C:2]1[S:6][N:5]=[C:4]([CH3:7])[CH:3]=1.[Cl-].[Li+].C([Mg+])(C)C.[Cl-].Cl[C:16]1[N:21]=[C:20]2[C:22]([C:25]([F:37])([F:36])[C:26]3[CH:27]=[C:28]4[C:33](=[CH:34][CH:35]=3)[N:32]=[CH:31][CH:30]=[CH:29]4)=[N:23][O:24][C:19]2=[CH:18][CH:17]=1.CC(N(C)C)=O. The catalyst is C1COCC1.C(OCC)(=O)C.[Cl-].[Zn+2].[Cl-].CC(P(C(C)(C)C)[C-]1C=CC=C1)(C)C.C1C=CC([C-]2C(C3C=CC=CC=3)=C(C3C=CC=CC=3)C(C3C=CC=CC=3)=C2C2C=CC=CC=2)=CC=1.[Fe+2].C1C=CC(/C=C/C(/C=C/C2C=CC=CC=2)=O)=CC=1.C1C=CC(/C=C/C(/C=C/C2C=CC=CC=2)=O)=CC=1.C1C=CC(/C=C/C(/C=C/C2C=CC=CC=2)=O)=CC=1.[Pd].[Pd]. The product is [F:37][C:25]([F:36])([C:22]1[C:20]2=[N:21][C:16]([C:2]3[S:6][N:5]=[C:4]([CH3:7])[CH:3]=3)=[CH:17][CH:18]=[C:19]2[O:24][N:23]=1)[C:26]1[CH:27]=[C:28]2[C:33](=[CH:34][CH:35]=1)[N:32]=[CH:31][CH:30]=[CH:29]2. The yield is 0.0300. (3) The reactants are Br[C:2]1[CH:3]=[C:4]([CH:8]2[C:17]([CH3:19])([CH3:18])[CH2:16][C:15]3[C:10](=[CH:11][CH:12]=[C:13]([C:20]([OH:22])=[O:21])[CH:14]=3)[NH:9]2)[CH:5]=[CH:6][CH:7]=1.[NH:23]1[CH2:27][CH2:26][NH:25][C:24]1=[O:28].Cl.CN(C)CC(O)=O.C(=O)([O-])[O-].[K+].[K+]. The catalyst is CS(C)=O.[Cu]I. The product is [CH3:18][C:17]1([CH3:19])[CH2:16][C:15]2[C:10](=[CH:11][CH:12]=[C:13]([C:20]([OH:22])=[O:21])[CH:14]=2)[NH:9][CH:8]1[C:4]1[CH:5]=[CH:6][CH:7]=[C:2]([N:23]2[CH2:27][CH2:26][NH:25][C:24]2=[O:28])[CH:3]=1. The yield is 0.0600. (4) The product is [F:1][C:2]1[CH:3]=[C:4]([CH2:8][C:9]([O:11][CH2:17][CH3:18])=[O:10])[CH:5]=[CH:6][CH:7]=1. The reactants are [F:1][C:2]1[CH:3]=[C:4]([CH2:8][C:9]([OH:11])=[O:10])[CH:5]=[CH:6][CH:7]=1.OS(O)(=O)=O.[CH2:17](O)[CH3:18]. No catalyst specified. The yield is 0.850. (5) The reactants are [F:1][CH:2]([F:32])[C:3]1[N:7]([C:8]2[N:13]=[C:12]([N:14]3[CH2:19][CH2:18][O:17][CH2:16][CH2:15]3)[N:11]=[C:10]([N:20]3[CH2:25][CH2:24][NH:23][CH2:22][CH2:21]3)[N:9]=2)[C:6]2[CH:26]=[CH:27][CH:28]=[C:29]([O:30][CH3:31])[C:5]=2[N:4]=1.Cl.Cl.N1([S:41]([CH2:44][CH2:45][CH2:46][N:47]2[CH2:52][CH2:51][O:50][CH2:49][CH2:48]2)(=[O:43])=[O:42])CCNCC1.CCN(C(C)C)C(C)C. The catalyst is C1COCC1. The product is [F:32][CH:2]([F:1])[C:3]1[N:7]([C:8]2[N:13]=[C:12]([N:14]3[CH2:15][CH2:16][O:17][CH2:18][CH2:19]3)[N:11]=[C:10]([N:20]3[CH2:25][CH2:24][N:23]([S:41]([CH2:44][CH2:45][CH2:46][N:47]4[CH2:52][CH2:51][O:50][CH2:49][CH2:48]4)(=[O:43])=[O:42])[CH2:22][CH2:21]3)[N:9]=2)[C:6]2[CH:26]=[CH:27][CH:28]=[C:29]([O:30][CH3:31])[C:5]=2[N:4]=1. The yield is 0.780. (6) The reactants are [CH3:1][C:2]([O:5][C:6]([NH:8][C@H:9]([C:16]([OH:18])=O)[CH:10]1[CH2:15][CH2:14][CH2:13][CH2:12][CH2:11]1)=[O:7])([CH3:4])[CH3:3].CN(C(ON1N=NC2C=CC=NC1=2)=[N+](C)C)C.F[P-](F)(F)(F)(F)F.CN1CCOCC1.[F:50][C:51]1[CH:59]=[C:58]2[C:54]([C:55]([CH2:70][CH:71]3[CH2:75][CH2:74][CH2:73][NH:72]3)=[CH:56][N:57]2[CH2:60][CH2:61][O:62][CH2:63][CH2:64][O:65][CH2:66][CH2:67][O:68][CH3:69])=[CH:53][CH:52]=1. The catalyst is CN1C(=O)CCC1.C(Cl)Cl.C(OCC)(=O)C. The product is [C:2]([O:5][C:6](=[O:7])[NH:8][CH:9]([CH:10]1[CH2:11][CH2:12][CH2:13][CH2:14][CH2:15]1)[C:16]([N:72]1[CH2:73][CH2:74][CH2:75][CH:71]1[CH2:70][C:55]1[C:54]2[C:58](=[CH:59][C:51]([F:50])=[CH:52][CH:53]=2)[N:57]([CH2:60][CH2:61][O:62][CH2:63][CH2:64][O:65][CH2:66][CH2:67][O:68][CH3:69])[CH:56]=1)=[O:18])([CH3:1])([CH3:3])[CH3:4]. The yield is 0.850. (7) The reactants are [Cl:1][C:2]1[CH:9]=[C:8]([O:10][CH2:11][CH2:12][CH3:13])[CH:7]=[C:6]([F:14])[C:3]=1[CH2:4][OH:5].[C:15]([O:19][C:20]([N:22]1[CH2:27][CH2:26][N:25]([C:28](Cl)=[O:29])[C@H:24]([CH2:31][CH3:32])[CH2:23]1)=[O:21])([CH3:18])([CH3:17])[CH3:16]. No catalyst specified. The product is [Cl:1][C:2]1[CH:9]=[C:8]([O:10][CH2:11][CH2:12][CH3:13])[CH:7]=[C:6]([F:14])[C:3]=1[CH2:4][O:5][C:28]([N:25]1[CH2:26][CH2:27][N:22]([C:20]([O:19][C:15]([CH3:17])([CH3:16])[CH3:18])=[O:21])[CH2:23][C@H:24]1[CH2:31][CH3:32])=[O:29]. The yield is 0.930. (8) The reactants are [CH2:1]([O:5][C:6]1[CH:10]=[C:9](/[CH:11]=[CH:12]/[C:13]([O:15][CH2:16][CH3:17])=[O:14])[N:8]([CH2:18][C:19]2[CH:24]=[CH:23][C:22]([C:25]([F:28])([F:27])[F:26])=[CH:21][CH:20]=2)[N:7]=1)[CH2:2][CH2:3][CH3:4]. The catalyst is [C].[Pd].O1CCCC1. The product is [CH2:1]([O:5][C:6]1[CH:10]=[C:9]([CH2:11][CH2:12][C:13]([O:15][CH2:16][CH3:17])=[O:14])[N:8]([CH2:18][C:19]2[CH:20]=[CH:21][C:22]([C:25]([F:28])([F:27])[F:26])=[CH:23][CH:24]=2)[N:7]=1)[CH2:2][CH2:3][CH3:4]. The yield is 0.940. (9) The reactants are [C:1]([O:5][C:6]([NH:8][CH:9]([CH:13]([CH3:15])[CH3:14])[C:10]([OH:12])=[O:11])=[O:7])([CH3:4])([CH3:3])[CH3:2].[C:16]([O-])(O)=O.[Na+].[CH2:21]([Cl:23])Cl. The catalyst is O. The product is [C:1]([O:5][C:6]([NH:8][CH:9]([CH:13]([CH3:15])[CH3:14])[C:10]([O:12][CH:21]([Cl:23])[CH3:16])=[O:11])=[O:7])([CH3:4])([CH3:3])[CH3:2]. The yield is 0.780.